Predict the product of the given reaction. From a dataset of Forward reaction prediction with 1.9M reactions from USPTO patents (1976-2016). (1) Given the reactants [CH2:1]([O:3][C:4](=[O:20])[C:5]1[CH:10]=[CH:9][CH:8]=[C:7]([O:11][CH2:12][CH:13](OCC)[O:14][CH2:15][CH3:16])[CH:6]=1)[CH3:2].[N:21]([Si](C)(C)C)=[N+:22]=[N-:23], predict the reaction product. The product is: [CH2:1]([O:3][C:4](=[O:20])[C:5]1[CH:10]=[CH:9][CH:8]=[C:7]([O:11][CH2:12][CH:13]([N:21]=[N+:22]=[N-:23])[O:14][CH2:15][CH3:16])[CH:6]=1)[CH3:2]. (2) Given the reactants [CH2:1]([N:3]([CH:27]1[CH2:32][CH2:31][NH:30][CH2:29][CH2:28]1)[C:4]1[C:19]2[CH2:18][CH:17]=[CH:16][CH2:15][CH2:14][C:13]3[CH:20]=[C:21]([CH3:25])[NH:22][C:23](=[O:24])[C:12]=3[CH2:11][NH:10][C:9](=[O:26])[C:8]=2[CH:7]=[CH:6][CH:5]=1)[CH3:2].[CH3:33][N:34]1[CH:38]=[CH:37][C:36]([CH:39]=O)=[N:35]1.CC(O)=O.[BH3-]C#N.[Na+], predict the reaction product. The product is: [CH2:1]([N:3]([CH:27]1[CH2:32][CH2:31][N:30]([CH2:39][C:36]2[CH:37]=[CH:38][N:34]([CH3:33])[N:35]=2)[CH2:29][CH2:28]1)[C:4]1[C:19]2[CH2:18][CH:17]=[CH:16][CH2:15][CH2:14][C:13]3[CH:20]=[C:21]([CH3:25])[NH:22][C:23](=[O:24])[C:12]=3[CH2:11][NH:10][C:9](=[O:26])[C:8]=2[CH:7]=[CH:6][CH:5]=1)[CH3:2]. (3) The product is: [CH3:1][NH:2][C:3]1[C:8]([NH:9][C:38]([C:39]2[CH:40]=[C:41]([Cl:36])[N:43]=[N:44][C:15]=2[Cl:14])=[O:47])=[CH:7][C:6]([C:10]([F:13])([F:11])[F:12])=[CH:5][N:4]=1. Given the reactants [CH3:1][NH:2][C:3]1[C:8]([NH2:9])=[CH:7][C:6]([C:10]([F:13])([F:12])[F:11])=[CH:5][N:4]=1.[Cl:14][C:15]1(C(O)=O)C=CC(Cl)=NN1.CCN=C=NCCCN(C)C.[ClH:36].C1[CH:38]=[CH:39][C:40]2N(O)[N:44]=[N:43][C:41]=2C=1.[OH2:47], predict the reaction product. (4) Given the reactants [CH3:1][C:2]([CH3:10])([C:4](=[O:9])[CH2:5][C:6](=O)[CH3:7])[CH3:3].S([O-])([O-])(=O)=O.[Na+].[Na+].[CH:18]([NH2:21])([CH3:20])[CH3:19], predict the reaction product. The product is: [CH3:1][C:2]([CH3:10])([C:4](=[O:9])[CH2:5][CH:6]([NH:21][CH:18]([CH3:20])[CH3:19])[CH3:7])[CH3:3]. (5) Given the reactants [C:1]([N:5]1[C:9]2[CH:10]=[CH:11][C:12](B3OC(C)(C)C(C)(C)O3)=[CH:13][C:8]=2[N:7]=[CH:6]1)([CH3:4])([CH3:3])[CH3:2].[NH2:23][C:24]1[C:33]2[C:28](=[C:29](Br)[CH:30]=[CH:31][CH:32]=2)[N:27]=[N:26][C:25]=1[C:35]([NH2:37])=[O:36], predict the reaction product. The product is: [NH2:23][C:24]1[C:33]2[C:28](=[C:29]([C:12]3[CH:11]=[CH:10][C:9]4[N:5]([C:1]([CH3:2])([CH3:3])[CH3:4])[CH:6]=[N:7][C:8]=4[CH:13]=3)[CH:30]=[CH:31][CH:32]=2)[N:27]=[N:26][C:25]=1[C:35]([NH2:37])=[O:36]. (6) Given the reactants [CH3:1][O:2][C:3]1[CH:4]=[C:5]2[C:10](=[CH:11][CH:12]=1)[N:9]=[CH:8][CH:7]=[C:6]2[C@@H:13]([OH:21])[CH2:14][N:15]1[CH2:20][CH2:19][NH:18][CH2:17][CH2:16]1.Cl.CN(C)CCCN=C=NCC.[CH:34]([CH2:42][C:43]([OH:45])=[O:44])=[CH:35][C:36]1[CH:41]=[CH:40][CH:39]=[CH:38][CH:37]=1.C(N(CC)CC)C.CN([CH:56]=[O:57])C, predict the reaction product. The product is: [C:56]([OH:57])(=[O:2])[C:43]([OH:45])=[O:44].[C:56]([OH:57])(=[O:2])[C:43]([OH:45])=[O:44].[OH:21][C@H:13]([C:6]1[C:5]2[C:10](=[CH:11][CH:12]=[C:3]([O:2][CH3:1])[CH:4]=2)[N:9]=[CH:8][CH:7]=1)[CH2:14][N:15]1[CH2:20][CH2:19][N:18]([C:43](=[O:44])[CH2:42]/[CH:34]=[CH:35]/[C:36]2[CH:41]=[CH:40][CH:39]=[CH:38][CH:37]=2)[CH2:17][CH2:16]1. (7) Given the reactants [CH3:1][Mg]Br.[Cl:4][C:5]1[CH:10]=[CH:9][N:8]=[C:7]([CH2:11][NH:12][C:13]2[O:14][C:15]3[C:21]([O:22][CH3:23])=[CH:20][C:19]([C:24]([N:26]4[CH2:31][CH:30]([CH3:32])[CH2:29][CH2:28][CH:27]4[CH2:33]C(OCC)=O)=[O:25])=[CH:18][C:16]=3[N:17]=2)[CH:6]=1.[Cl-].[NH4+].C([O:43][CH2:44][CH3:45])C, predict the reaction product. The product is: [Cl:4][C:5]1[CH:10]=[CH:9][N:8]=[C:7]([CH2:11][NH:12][C:13]2[O:14][C:15]3[C:21]([O:22][CH3:23])=[CH:20][C:19]([C:24]([N:26]4[CH2:31][CH:30]([CH3:32])[CH2:29][CH2:28][CH:27]4[CH2:33][C:44]([OH:43])([CH3:45])[CH3:1])=[O:25])=[CH:18][C:16]=3[N:17]=2)[CH:6]=1. (8) Given the reactants Br[CH2:2][CH2:3][O:4][C:5]1[CH:10]=[C:9]([S:11]([CH3:14])(=[O:13])=[O:12])[CH:8]=[C:7]([F:15])[CH:6]=1.[CH:16]1([NH2:20])[CH2:19][CH2:18][CH2:17]1, predict the reaction product. The product is: [F:15][C:7]1[CH:6]=[C:5]([CH:10]=[C:9]([S:11]([CH3:14])(=[O:13])=[O:12])[CH:8]=1)[O:4][CH2:3][CH2:2][NH:20][CH:16]1[CH2:19][CH2:18][CH2:17]1.